From a dataset of Catalyst prediction with 721,799 reactions and 888 catalyst types from USPTO. Predict which catalyst facilitates the given reaction. (1) Reactant: [CH3:1][C:2]1[S:11][C:10]2[CH2:9][C:8]3[CH:12]=[CH:13][CH:14]=[CH:15][C:7]=3[N:6]=[C:5]([N:16]3[CH2:21][CH2:20][NH:19][C@@H:18]([CH2:22][CH2:23][C:24]4[CH:29]=[CH:28][CH:27]=[CH:26][CH:25]=4)[CH2:17]3)[C:4]=2[CH:3]=1.Cl[CH2:31][CH2:32][O:33][CH2:34][CH2:35][OH:36].C([O-])([O-])=O.[K+].[K+]. Product: [NH3:6].[CH3:1][C:2]1[S:11][C:10]2[CH2:9][C:8]3[CH:12]=[CH:13][CH:14]=[CH:15][C:7]=3[N:6]=[C:5]([N:16]3[CH2:21][CH2:20][N:19]([CH2:31][CH2:32][O:33][CH2:34][CH2:35][OH:36])[C@@H:18]([CH2:22][CH2:23][C:24]4[CH:29]=[CH:28][CH:27]=[CH:26][CH:25]=4)[CH2:17]3)[C:4]=2[CH:3]=1. The catalyst class is: 133. (2) Reactant: [O:1]=[C:2]1[C@@H:6](OS(C)(=O)=O)[CH2:5][CH2:4][NH:3]1.[CH3:12][O:13][C:14]1[CH:19]=[CH:18][C:17]([C:20]([CH:22]2[CH2:27][CH2:26][NH:25][CH2:24][CH2:23]2)=[O:21])=[CH:16][C:15]=1[CH3:28].CCN(C(C)C)C(C)C. Product: [CH3:12][O:13][C:14]1[CH:19]=[CH:18][C:17]([C:20]([CH:22]2[CH2:27][CH2:26][N:25]([C@@H:6]3[CH2:5][CH2:4][NH:3][C:2]3=[O:1])[CH2:24][CH2:23]2)=[O:21])=[CH:16][C:15]=1[CH3:28]. The catalyst class is: 10. (3) Reactant: C(OC([NH:8][C:9]([CH3:24])([CH3:23])[CH2:10][CH2:11][N:12]1[C:20]2[C:15](=[CH:16][C:17]([CH:21]=[O:22])=[CH:18][CH:19]=2)[CH:14]=[CH:13]1)=O)(C)(C)C. Product: [NH2:8][C:9]([CH3:24])([CH3:23])[CH2:10][CH2:11][N:12]1[C:20]2[C:15](=[CH:16][C:17]([CH:21]=[O:22])=[CH:18][CH:19]=2)[CH:14]=[CH:13]1. The catalyst class is: 6.